Dataset: Reaction yield outcomes from USPTO patents with 853,638 reactions. Task: Predict the reaction yield, written as a fraction of the theoretical maximum amount of product (1.0 means a 100% yield; for example, 0.34 means a 34% yield). (1) The reactants are C(O[C:4]([C:6]1[S:7][C:8]([C:18]2[CH:23]=[CH:22][C:21]([Cl:24])=[CH:20][CH:19]=2)=[C:9]([C:11]2[CH:16]=[CH:15][C:14]([Cl:17])=[CH:13][CH:12]=2)[N:10]=1)=[O:5])C.[CH2:25]1[N:30]([CH2:31][CH2:32][NH2:33])[CH2:29][CH2:28][O:27][CH2:26]1. No catalyst specified. The product is [N:30]1([CH2:31][CH2:32][NH:33][C:4]([C:6]2[S:7][C:8]([C:18]3[CH:23]=[CH:22][C:21]([Cl:24])=[CH:20][CH:19]=3)=[C:9]([C:11]3[CH:12]=[CH:13][C:14]([Cl:17])=[CH:15][CH:16]=3)[N:10]=2)=[O:5])[CH2:25][CH2:26][O:27][CH2:28][CH2:29]1. The yield is 0.500. (2) The reactants are [NH:1](C(OC(C)(C)C)=O)[C@@H:2]([C:13]([NH:15][C@H:16]([C:32]([O:34][C:35]([CH3:38])([CH3:37])[CH3:36])=[O:33])[CH2:17][CH2:18][CH2:19][CH2:20][NH:21][C:22]([O:24][CH2:25][C:26]1[CH:31]=[CH:30][CH:29]=[CH:28][CH:27]=1)=[O:23])=[O:14])[CH2:3][C:4]1[C:12]2[C:7](=[CH:8][CH:9]=[CH:10][CH:11]=2)[NH:6][CH:5]=1.FC(F)(F)C(O)=O. The catalyst is C(Cl)Cl. The product is [NH2:1][C@@H:2]([C:13]([NH:15][C@H:16]([C:32]([O:34][C:35]([CH3:38])([CH3:37])[CH3:36])=[O:33])[CH2:17][CH2:18][CH2:19][CH2:20][NH:21][C:22]([O:24][CH2:25][C:26]1[CH:31]=[CH:30][CH:29]=[CH:28][CH:27]=1)=[O:23])=[O:14])[CH2:3][C:4]1[C:12]2[C:7](=[CH:8][CH:9]=[CH:10][CH:11]=2)[NH:6][CH:5]=1. The yield is 1.00. (3) The reactants are [F:1][C:2]([F:34])([F:33])[C:3]([C:12]1[CH:29]=[CH:28][C:15]([O:16][C:17]2[CH:18]=[CH:19][C:20]([N+:25]([O-:27])=[O:26])=[C:21]([CH:24]=2)[CH:22]=[O:23])=[C:14]([CH2:30][CH2:31][CH3:32])[CH:13]=1)([O:8][CH2:9][O:10][CH3:11])[C:4]([F:7])([F:6])[F:5].[BH4-].[Na+].O.Cl. The catalyst is CO. The product is [F:1][C:2]([F:33])([F:34])[C:3]([C:12]1[CH:29]=[CH:28][C:15]([O:16][C:17]2[CH:18]=[CH:19][C:20]([N+:25]([O-:27])=[O:26])=[C:21]([CH2:22][OH:23])[CH:24]=2)=[C:14]([CH2:30][CH2:31][CH3:32])[CH:13]=1)([O:8][CH2:9][O:10][CH3:11])[C:4]([F:5])([F:7])[F:6]. The yield is 0.990. (4) The reactants are [C:1]([N:4]1[C:13]2[C:8](=[CH:9][C:10]([C:14]#[CH:15])=[CH:11][CH:12]=2)[C@H:7]([NH:16][C:17]2[CH:22]=[CH:21][C:20]([CH3:23])=[CH:19][N:18]=2)[CH2:6][C@@H:5]1[CH3:24])(=[O:3])[CH3:2].CN(C)C=O.C[Si]([N:34]=[N+:35]=[N-:36])(C)C. The catalyst is [Cu]I.CO. The product is [C:1]([N:4]1[C:13]2[C:8](=[CH:9][C:10]([C:14]3[N:34]=[N:35][NH:36][CH:15]=3)=[CH:11][CH:12]=2)[C@H:7]([NH:16][C:17]2[CH:22]=[CH:21][C:20]([CH3:23])=[CH:19][N:18]=2)[CH2:6][C@@H:5]1[CH3:24])(=[O:3])[CH3:2]. The yield is 0.00928. (5) The reactants are [Br:1][C:2]1[CH:11]=[CH:10][C:5]([C:6]([O:8][CH3:9])=[O:7])=[C:4]([CH3:12])[C:3]=1[OH:13].IC.[C:16](=O)([O-])[O-].[K+].[K+].CC(C)=O. The catalyst is CN(C)C=O.O. The product is [Br:1][C:2]1[CH:11]=[CH:10][C:5]([C:6]([O:8][CH3:9])=[O:7])=[C:4]([CH3:12])[C:3]=1[O:13][CH3:16]. The yield is 0.810.